From a dataset of Full USPTO retrosynthesis dataset with 1.9M reactions from patents (1976-2016). Predict the reactants needed to synthesize the given product. (1) Given the product [C:1]([C:4]1[S:8][C:7]([O:9][C:10]2[CH:11]=[C:12]([CH3:26])[C:13]3[CH:17]([CH2:18][C:19]([OH:21])=[O:20])[O:16][B:15]([OH:24])[C:14]=3[CH:25]=2)=[N:6][CH:5]=1)(=[NH:2])[NH2:3], predict the reactants needed to synthesize it. The reactants are: [C:1]([C:4]1[S:8][C:7]([O:9][C:10]2[CH:11]=[C:12]([CH3:26])[C:13]3[CH:17]([CH2:18][C:19]([O:21]CC)=[O:20])[O:16][B:15]([OH:24])[C:14]=3[CH:25]=2)=[N:6][CH:5]=1)(=[NH:3])[NH2:2].[OH-].[Na+].Cl. (2) Given the product [CH3:1][C:2]1[N:7]=[C:6]2[S:8][C:9]3[CH2:14][CH2:13][CH2:12][CH2:11][C:10]=3[C:5]2=[C:4]([C:15]2[CH:16]=[CH:17][C:18]([F:21])=[CH:19][CH:20]=2)[C:3]=1[CH:22]([CH2:27][CH2:28][CH3:29])[C:23]([OH:25])=[O:24], predict the reactants needed to synthesize it. The reactants are: [CH3:1][C:2]1[N:7]=[C:6]2[S:8][C:9]3[CH2:14][CH2:13][CH2:12][CH2:11][C:10]=3[C:5]2=[C:4]([C:15]2[CH:20]=[CH:19][C:18]([F:21])=[CH:17][CH:16]=2)[C:3]=1[CH:22]([CH2:27][CH2:28][CH3:29])[C:23]([O:25]C)=[O:24].[OH-].[Na+]. (3) Given the product [CH:7]1([C:12]2[C:16]([CH2:17][O:18][C:19]3[C:20]([F:33])=[CH:21][C:22]([CH2:26][CH2:27][CH2:28][OH:29])=[CH:23][C:24]=3[F:25])=[C:15]([C:34]([F:36])([F:35])[F:37])[S:14][N:13]=2)[CH2:11][CH2:10][CH2:9][CH2:8]1, predict the reactants needed to synthesize it. The reactants are: [H-].[H-].[H-].[H-].[Li+].[Al+3].[CH:7]1([C:12]2[C:16]([CH2:17][O:18][C:19]3[C:24]([F:25])=[CH:23][C:22]([CH2:26][CH2:27][C:28](OCC)=[O:29])=[CH:21][C:20]=3[F:33])=[C:15]([C:34]([F:37])([F:36])[F:35])[S:14][N:13]=2)[CH2:11][CH2:10][CH2:9][CH2:8]1. (4) Given the product [NH2:8][C:9]1([C:12]([NH:14][CH2:15][C:16]2[CH:21]=[CH:20][C:19]([C:22]3[C:23]([C:28]([O:30][CH3:31])=[O:29])=[CH:24][CH:25]=[CH:26][CH:27]=3)=[CH:18][CH:17]=2)=[O:13])[CH2:11][CH2:10]1, predict the reactants needed to synthesize it. The reactants are: C(OC([NH:8][C:9]1([C:12]([NH:14][CH2:15][C:16]2[CH:21]=[CH:20][C:19]([C:22]3[C:23]([C:28]([O:30][CH3:31])=[O:29])=[CH:24][CH:25]=[CH:26][CH:27]=3)=[CH:18][CH:17]=2)=[O:13])[CH2:11][CH2:10]1)=O)(C)(C)C.Cl. (5) Given the product [CH2:8]([NH:15][S:37]([C:32]1[C:33]2[C:28](=[C:27]([O:26][S:23]([C:20]3[CH:21]=[CH:22][C:17]([CH3:16])=[CH:18][CH:19]=3)(=[O:25])=[O:24])[CH:36]=[CH:35][CH:34]=2)[CH:29]=[CH:30][CH:31]=1)(=[O:38])=[O:39])[C:9]1[CH:14]=[CH:13][CH:12]=[CH:11][CH:10]=1, predict the reactants needed to synthesize it. The reactants are: C(N(CC)CC)C.[CH2:8]([NH2:15])[C:9]1[CH:14]=[CH:13][CH:12]=[CH:11][CH:10]=1.[CH3:16][C:17]1[CH:22]=[CH:21][C:20]([S:23]([O:26][C:27]2[CH:36]=[CH:35][CH:34]=[C:33]3[C:28]=2[CH:29]=[CH:30][CH:31]=[C:32]3[S:37](Cl)(=[O:39])=[O:38])(=[O:25])=[O:24])=[CH:19][CH:18]=1.Cl. (6) Given the product [Cl:1][C:2]1[CH:3]=[C:4]([CH2:14][C:15]([O:17][CH2:18][CH3:19])=[O:16])[CH:5]=[C:6]([O:9][CH2:10][CH:11]2[CH2:13][CH2:12]2)[C:7]=1[C:25]1[CH:26]=[CH:27][C:22]([C:21]([F:32])([F:31])[F:20])=[CH:23][CH:24]=1, predict the reactants needed to synthesize it. The reactants are: [Cl:1][C:2]1[CH:3]=[C:4]([CH2:14][C:15]([O:17][CH2:18][CH3:19])=[O:16])[CH:5]=[C:6]([O:9][CH2:10][CH:11]2[CH2:13][CH2:12]2)[C:7]=1I.[F:20][C:21]([F:32])([F:31])[C:22]1[CH:27]=[CH:26][C:25](B(O)O)=[CH:24][CH:23]=1.[F-].[Cs+].CCOC(C)=O. (7) Given the product [NH2:7][C:8]1[N:13]2[N:14]=[CH:15][C:16]([C:17]3[CH:18]=[N:19][C:20]4[C:25]([CH:26]=3)=[CH:24][CH:23]=[CH:22][CH:21]=4)=[C:12]2[N:11]=[C:10]([N:27]2[CH2:32][CH2:31][O:30][CH2:29][CH2:28]2)[C:9]=1[C:33]#[N:34], predict the reactants needed to synthesize it. The reactants are: C[Si](C)(C)CCOC[N:7](COCC[Si](C)(C)C)[C:8]1[N:13]2[N:14]=[CH:15][C:16]([C:17]3[CH:18]=[N:19][C:20]4[C:25]([CH:26]=3)=[CH:24][CH:23]=[CH:22][CH:21]=4)=[C:12]2[N:11]=[C:10]([N:27]2[CH2:32][CH2:31][O:30][CH2:29][CH2:28]2)[C:9]=1[C:33]#[N:34].Cl.